Task: Predict the product of the given reaction.. Dataset: Forward reaction prediction with 1.9M reactions from USPTO patents (1976-2016) (1) Given the reactants [CH3:1][CH:2]1[NH:7][CH:6]([CH3:8])[CH2:5][N:4]([C:9]2[CH:18]=[CH:17][C:12]([C:13]([O:15]C)=O)=[CH:11][CH:10]=2)[CH2:3]1.[NH2:19][C:20]1[N:24](C(OC(C)(C)C)=O)[N:23]=[C:22]([CH2:32][CH2:33][C:34]2[CH:39]=[C:38]([O:40][CH3:41])[CH:37]=[C:36]([O:42][CH3:43])[CH:35]=2)[CH:21]=1.C[Si]([N-][Si](C)(C)C)(C)C.[Na+], predict the reaction product. The product is: [CH3:41][O:40][C:38]1[CH:39]=[C:34]([CH2:33][CH2:32][C:22]2[CH:21]=[C:20]([NH:19][C:13](=[O:15])[C:12]3[CH:11]=[CH:10][C:9]([N:4]4[CH2:5][CH:6]([CH3:8])[NH:7][CH:2]([CH3:1])[CH2:3]4)=[CH:18][CH:17]=3)[NH:24][N:23]=2)[CH:35]=[C:36]([O:42][CH3:43])[CH:37]=1. (2) Given the reactants O1C2C=CC=CC=2C=C1[C:10]([CH:12]1[CH2:18][CH2:17][CH2:16][C:15]2[CH:19]=[C:20]([N:23]3[CH2:27][C@H:26]([CH2:28][NH:29][C:30]([C:32]4[O:33][C:34]5[CH:40]=[CH:39][CH:38]=[CH:37][C:35]=5[CH:36]=4)=[O:31])[O:25][C:24]3=[O:41])[CH:21]=[CH:22][C:14]=2[C:13]1=O)=O.[OH2:43].[NH2:44][NH2:45], predict the reaction product. The product is: [O:43]1[C:15]2[CH:19]=[CH:20][CH:21]=[CH:22][C:14]=2[CH:13]=[C:12]1[N:44]1[C:13]2[C:14]3[CH:22]=[CH:21][C:20]([N:23]4[CH2:27][C@H:26]([CH2:28][NH:29][C:30]([C:32]5[O:33][C:34]6[CH:40]=[CH:39][CH:38]=[CH:37][C:35]=6[CH:36]=5)=[O:31])[O:25][C:24]4=[O:41])=[CH:19][C:15]=3[CH2:16][CH2:17][CH2:18][C:12]=2[CH:10]=[N:45]1. (3) Given the reactants [Cl:1][C:2]1[CH:11]=[C:10]2[C:5]([C:6]([NH:12][CH2:13][CH2:14][CH2:15][CH2:16][NH2:17])=[CH:7][CH:8]=[N:9]2)=[CH:4][CH:3]=1.C(Cl)CCl.[CH2:22]([N:24]([CH2:27][CH3:28])[CH2:25][CH3:26])[CH3:23].CN([CH:32]=[O:33])C, predict the reaction product. The product is: [Cl:1][C:2]1[CH:11]=[C:10]2[C:5]([C:6]([N:12]([C:32](=[O:33])[CH2:23][CH2:22][N:24]([CH2:27][CH3:28])[CH2:25][CH3:26])[CH2:13][CH2:14][CH2:15][CH2:16][NH2:17])=[CH:7][CH:8]=[N:9]2)=[CH:4][CH:3]=1. (4) The product is: [Cl:8][C:6]1[CH:5]=[CH:4][C:3]([C:9]([N:11]2[CH2:16][CH2:15][N:14]([C:17]3[C:22]([CH3:23])=[CH:21][C:20]([CH3:24])=[CH:19][N:18]=3)[CH2:13][CH2:12]2)=[O:10])=[C:2]([N:27]2[C@H:26]([CH3:25])[CH2:30][CH2:29][S:28]2(=[O:32])=[O:31])[CH:7]=1. Given the reactants Br[C:2]1[CH:7]=[C:6]([Cl:8])[CH:5]=[CH:4][C:3]=1[C:9]([N:11]1[CH2:16][CH2:15][N:14]([C:17]2[C:22]([CH3:23])=[CH:21][C:20]([CH3:24])=[CH:19][N:18]=2)[CH2:13][CH2:12]1)=[O:10].[CH3:25][CH:26]1[CH2:30][CH2:29][S:28](=[O:32])(=[O:31])[NH:27]1, predict the reaction product. (5) Given the reactants [CH2:1]([NH:3][C:4]([NH:6][C:7]1[CH:8]=[CH:9][C:10]2[C:11]([N:25]=1)=[N:12][C:13]([CH:16]=[CH:17][C:18]1[CH:23]=[CH:22][C:21]([F:24])=[CH:20][CH:19]=1)=[CH:14][N:15]=2)=[O:5])[CH3:2].C([O-])=O.[NH4+], predict the reaction product. The product is: [CH2:1]([NH:3][C:4]([NH:6][C:7]1[CH:8]=[CH:9][C:10]2[C:11]([N:25]=1)=[N:12][C:13]([CH2:16][CH2:17][C:18]1[CH:19]=[CH:20][C:21]([F:24])=[CH:22][CH:23]=1)=[CH:14][N:15]=2)=[O:5])[CH3:2]. (6) Given the reactants [NH2:1][C:2]1[CH:3]=[C:4]2[C:9](=[C:10]([CH3:12])[CH:11]=1)[CH:8]=[N:7][C:6]([NH:13][C:14]([NH:16][CH2:17][CH3:18])=[O:15])=[CH:5]2.[CH:19]([C:21]1[CH:26]=[CH:25][C:24]([S:27]([NH:30][CH3:31])(=[O:29])=[O:28])=[CH:23][CH:22]=1)=O, predict the reaction product. The product is: [CH2:17]([NH:16][C:14](=[O:15])[NH:13][C:6]1[N:7]=[CH:8][C:9]2[C:4]([CH:5]=1)=[CH:3][C:2]([NH:1][CH2:19][C:21]1[CH:26]=[CH:25][C:24]([S:27]([NH:30][CH3:31])(=[O:29])=[O:28])=[CH:23][CH:22]=1)=[CH:11][C:10]=2[CH3:12])[CH3:18]. (7) Given the reactants [OH:1][CH2:2][CH:3]1[CH2:9][CH2:8][S:7][C:6]2[CH:10]=[CH:11][CH:12]=[CH:13][C:5]=2[C:4]1=[O:14].C(N(CC)CC)C.[CH:22]1([N:28]=[C:29]=[O:30])[CH2:27][CH2:26][CH2:25][CH2:24][CH2:23]1, predict the reaction product. The product is: [O:14]=[C:4]1[CH:3]([CH2:2][O:1][C:29](=[O:30])[NH:28][CH:22]2[CH2:27][CH2:26][CH2:25][CH2:24][CH2:23]2)[CH2:9][CH2:8][S:7][C:6]2[CH:10]=[CH:11][CH:12]=[CH:13][C:5]1=2.